Dataset: Reaction yield outcomes from USPTO patents with 853,638 reactions. Task: Predict the reaction yield, written as a fraction of the theoretical maximum amount of product (1.0 means a 100% yield; for example, 0.34 means a 34% yield). (1) The reactants are C1(C)C=CC(S(O)(=O)=O)=CC=1.C[O:13][CH:14](OC)[C:15]1[CH:20]=[CH:19][N:18]=[CH:17][C:16]=1[N:21]1[CH2:30][CH2:29][C:28]2[C:23](=[CH:24][C:25]([C:31]([F:34])([F:33])[F:32])=[CH:26][CH:27]=2)[C:22]1=[O:35].CO. The catalyst is CC(C)=O.O.C(Cl)(Cl)Cl. The product is [O:35]=[C:22]1[C:23]2[C:28](=[CH:27][CH:26]=[C:25]([C:31]([F:32])([F:33])[F:34])[CH:24]=2)[CH2:29][CH2:30][N:21]1[C:16]1[CH:17]=[N:18][CH:19]=[CH:20][C:15]=1[CH:14]=[O:13]. The yield is 0.140. (2) The reactants are [F:1][C:2]1[CH:7]=[C:6]([I:8])[CH:5]=[CH:4][C:3]=1[NH:9][C:10]1[CH:11]=[N:12][CH:13]=[CH:14][C:15]=1[C:16]([N:18]1[CH2:21][C:20]([C@@H:23]2[CH2:28][CH2:27][CH2:26][CH2:25][N:24]2[C:29]([O:31][C:32]([CH3:35])([CH3:34])[CH3:33])=[O:30])([OH:22])[CH2:19]1)=[O:17].ClC1C=C(C=CC=1)C(OO)=[O:41]. The catalyst is ClCCl. The product is [F:1][C:2]1[CH:7]=[C:6]([I:8])[CH:5]=[CH:4][C:3]=1[NH:9][C:10]1[CH:11]=[N+:12]([O-:41])[CH:13]=[CH:14][C:15]=1[C:16]([N:18]1[CH2:21][C:20]([C@@H:23]2[CH2:28][CH2:27][CH2:26][CH2:25][N:24]2[C:29]([O:31][C:32]([CH3:35])([CH3:34])[CH3:33])=[O:30])([OH:22])[CH2:19]1)=[O:17]. The yield is 0.690. (3) The reactants are C[O-].[Na+].[NH:4]1[C:12]2[C:7](=[CH:8][C:9]([NH:13][S:14]([C:17]3[C:26]4[C:21](=[CH:22][CH:23]=[CH:24][CH:25]=4)[CH:20]=[CH:19][CH:18]=3)(=[O:16])=[O:15])=[CH:10][CH:11]=2)[CH:6]=[CH:5]1.[CH3:27][N:28]1[CH2:33][CH2:32][C:31](=O)[CH2:30][CH2:29]1. The catalyst is CO. The product is [CH3:27][N:28]1[CH2:29][CH:30]=[C:31]([C:6]2[C:7]3[C:12](=[CH:11][CH:10]=[C:9]([NH:13][S:14]([C:17]4[C:26]5[C:21](=[CH:22][CH:23]=[CH:24][CH:25]=5)[CH:20]=[CH:19][CH:18]=4)(=[O:15])=[O:16])[CH:8]=3)[NH:4][CH:5]=2)[CH2:32][CH2:33]1. The yield is 0.520.